Dataset: Peptide-MHC class I binding affinity with 185,985 pairs from IEDB/IMGT. Task: Regression. Given a peptide amino acid sequence and an MHC pseudo amino acid sequence, predict their binding affinity value. This is MHC class I binding data. (1) The peptide sequence is YTDKYPNL. The MHC is H-2-Kb with pseudo-sequence H-2-Kb. The binding affinity (normalized) is 0.456. (2) The peptide sequence is LLDYQGMLPV. The MHC is Patr-A0701 with pseudo-sequence Patr-A0701. The binding affinity (normalized) is 0.322. (3) The peptide sequence is IQTSVNTVVR. The MHC is HLA-A31:01 with pseudo-sequence HLA-A31:01. The binding affinity (normalized) is 0.455. (4) The peptide sequence is FLPVYFGSVF. The MHC is Mamu-A01 with pseudo-sequence Mamu-A01. The binding affinity (normalized) is 1.00. (5) The peptide sequence is CFMYSDFHF. The MHC is HLA-A26:02 with pseudo-sequence HLA-A26:02. The binding affinity (normalized) is 0.0847. (6) The peptide sequence is GLFTNSSGTQ. The MHC is HLA-A01:01 with pseudo-sequence HLA-A01:01. The binding affinity (normalized) is 0.